Predict the product of the given reaction. From a dataset of Forward reaction prediction with 1.9M reactions from USPTO patents (1976-2016). (1) The product is: [Br:1][C:2]1[CH:3]=[N:4][C:5]2[N:6]([N:8]=[C:9]([C:11]([N:26]3[CH2:25][CH:24]=[C:23]([C:19]4[CH:20]=[CH:21][CH:22]=[C:17]([N+:14]([O-:16])=[O:15])[CH:18]=4)[CH2:28][CH2:27]3)=[O:13])[CH:10]=2)[CH:7]=1. Given the reactants [Br:1][C:2]1[CH:3]=[N:4][C:5]2[N:6]([N:8]=[C:9]([C:11]([OH:13])=O)[CH:10]=2)[CH:7]=1.[N+:14]([C:17]1[CH:18]=[C:19]([C:23]2[CH2:24][CH2:25][NH:26][CH2:27][CH:28]=2)[CH:20]=[CH:21][CH:22]=1)([O-:16])=[O:15], predict the reaction product. (2) Given the reactants [CH:1]([O-:3])=[O:2].[NH4+].[N:5]([C@H:8]1[CH2:13][CH2:12][C@H:11]([C:14]([O:16][CH2:17][CH3:18])=[O:15])[CH2:10][C@H:9]1[NH:19][C:20]([O:22][C:23]([CH3:26])([CH3:25])[CH3:24])=[O:21])=[N+]=[N-], predict the reaction product. The product is: [C:14]([OH:16])(=[O:15])[C:1]([OH:3])=[O:2].[NH2:5][C@H:8]1[CH2:13][CH2:12][C@H:11]([C:14]([O:16][CH2:17][CH3:18])=[O:15])[CH2:10][C@H:9]1[NH:19][C:20]([O:22][C:23]([CH3:24])([CH3:26])[CH3:25])=[O:21]. (3) The product is: [CH3:31][N:32]1[CH2:45][CH2:44][C:35]2[N:36](/[CH:2]=[C:3](/[C:5]3[CH:10]=[CH:9][CH:8]=[C:7]([S:11]([CH3:14])(=[O:13])=[O:12])[CH:6]=3)\[CH3:4])[C:37]3[CH:38]=[CH:39][C:40]([CH3:43])=[CH:41][C:42]=3[C:34]=2[CH2:33]1. Given the reactants Br[CH:2]=[C:3]([C:5]1[CH:10]=[CH:9][CH:8]=[C:7]([S:11]([CH3:14])(=[O:13])=[O:12])[CH:6]=1)[CH3:4].P([O-])([O-])([O-])=O.[K+].[K+].[K+].N1CCC[C@H]1C(O)=O.[CH3:31][N:32]1[CH2:45][CH2:44][C:35]2[NH:36][C:37]3[CH:38]=[CH:39][C:40]([CH3:43])=[CH:41][C:42]=3[C:34]=2[CH2:33]1, predict the reaction product. (4) Given the reactants [CH:1]1([N:4]2[C:13]3[C:8](=[CH:9][CH:10]=[CH:11][CH:12]=3)[N:7]([C:14]([C@@H:16]3[CH2:20][S:19][CH2:18][N:17]3[CH2:21][C:22]3[CH:27]=[C:26]([Cl:28])[C:25]([OH:29])=[CH:24][C:23]=3[Cl:30])=[O:15])[CH2:6][CH2:5]2)[CH2:3][CH2:2]1.C[C:32]1[CH:40]=[C:39]([CH2:41][OH:42])[CH:38]=[CH:37][C:33]=1[C:34](O)=O.C1(P(C2C=CC=CC=2)C2C=CC=CC=2)C=CC=CC=1.N(C(OC(C)C)=O)=NC(OC(C)C)=O.O[Li].O.[NH2:79][CH2:80][C@@H:81]([C@H:83]([C@@H:85]([C@@H:87]([CH2:89][OH:90])[OH:88])[OH:86])[OH:84])[OH:82].CCN(C(C)C)C(C)C.CN(C(ON1N=NC2C=CC=NC1=2)=[N+](C)C)C.F[P-](F)(F)(F)(F)F.C(O)(C(F)(F)F)=O, predict the reaction product. The product is: [Cl:28][C:26]1[CH:27]=[C:22]([CH2:21][N:17]2[C@H:16]([C:14]([N:7]3[C:8]4[C:13](=[CH:12][CH:11]=[CH:10][CH:9]=4)[N:4]([CH:1]4[CH2:3][CH2:2]4)[CH2:5][CH2:6]3)=[O:15])[CH2:20][S:19][CH2:18]2)[C:23]([Cl:30])=[CH:24][C:25]=1[O:29][CH2:34][C:33]1[CH:32]=[CH:40][C:39]([C:41]([NH:79][CH2:80][C@H:81]([OH:82])[C@@H:83]([OH:84])[C@H:85]([OH:86])[C@H:87]([OH:88])[CH2:89][OH:90])=[O:42])=[CH:38][CH:37]=1. (5) Given the reactants [CH:1]1[CH:2]=[CH:3][C:4]2[NH:11][C:9](=[O:10])[CH:8]=[C:7]([CH2:12][CH:13]([NH:17][C:18]([C:20]3[CH:21]=[CH:22][C:23]([Cl:26])=[CH:24][CH:25]=3)=[O:19])[C:14]([OH:16])=[O:15])[C:5]=2[CH:6]=1, predict the reaction product. The product is: [CH3:9][OH:10].[CH:1]1[CH:2]=[CH:3][C:4]2[NH:11][C:9](=[O:10])[CH:8]=[C:7]([CH2:12][CH:13]([NH:17][C:18]([C:20]3[CH:25]=[CH:24][C:23]([Cl:26])=[CH:22][CH:21]=3)=[O:19])[C:14]([OH:16])=[O:15])[C:5]=2[CH:6]=1. (6) Given the reactants S(Cl)(Cl)=O.[F:5][C:6]([F:12])([F:11])[CH2:7][CH2:8][CH2:9][OH:10].[Br:13][C:14]1[CH:15]=[CH:16][C:17]([NH:20][C:21](=[O:27])[CH2:22][CH2:23][C:24](O)=[O:25])=[N:18][CH:19]=1, predict the reaction product. The product is: [Br:13][C:14]1[CH:15]=[CH:16][C:17]([NH:20][C:21](=[O:27])[CH2:22][CH2:23][C:24]([O:10][CH2:9][CH2:8][CH2:7][C:6]([F:12])([F:11])[F:5])=[O:25])=[N:18][CH:19]=1.